Binary Classification. Given a miRNA mature sequence and a target amino acid sequence, predict their likelihood of interaction. From a dataset of Experimentally validated miRNA-target interactions with 360,000+ pairs, plus equal number of negative samples. (1) The miRNA is hsa-miR-214-3p with sequence ACAGCAGGCACAGACAGGCAGU. The protein sequence of the target gene is MFNPMTPPQVNSYSEPCCLRPLHSQGVPSMGTEGLSGLPFCHQANFMSGSQGYGAARETSSCTEGSLFPPPPPPRSSVKLTKKRALSISPLSDASLDLQTVIRTSPSSLVAFINSRCTSPGGSYGHLSIGTMSPSLGFPPQMSHQKGTSPPYGVQPCVPHDSTRGSMMLHPQSRGPRATCQLKSELDMMVGKCPEDPLEGDMSSPNSTGTQDHLLGMLDGREDLEREEKPEPESVYETDCRWDGCSQEFDSQEQLVHHINSEHIHGERKEFVCHWGGCSRELRPFKAQYMLVVHMRRHTG.... Result: 0 (no interaction). (2) The miRNA is mmu-miR-669b-5p with sequence AGUUUUGUGUGCAUGUGCAUGU. The protein sequence of the target gene is MEGGGGIPLETLKEESQSRHVLPASFEVNSLQKSNWGFLLTGLVGGTLVAVYAVATPFVTPALRKVCLPFVPATTKQIENVVKMLRCRRGSLVDIGSGDGRIVIAAAKKGFTAVGYELNPWLVWYSRYRAWREGVHGSAKFYISDLWKVTFSQYSNVVIFGVPQMMLQLEKKLERELEDDARVIACRFPFPHWTPDHVTGEGIDTVWAYDASTFRGREKRPCTSMHFQLPIQA. Result: 0 (no interaction). (3) The miRNA is hsa-miR-875-3p with sequence CCUGGAAACACUGAGGUUGUG. The protein sequence of the target gene is MAQVAVSTLPVEEESSSETRMVVTFLVSALESMCKELAKSKAEVACIAVYETDVFVVGTERGCAFVNARTDFQKDFAKYCVAEGLCEVKPPCPVNGMQVHSGETEILRKAVEDYFCFCYGKALGTTVMVPVPYEKMLRDQSAVVVQGLPEGVAFQHPENYDLATLKWILENKAGISFIINRPFLGPESQLGGPGMVTDAERSIVSPSESCGPINVKTEPMEDSGISLKAEAVSVKKESEDPNYYQYNMQGSHPSSTSNEVIEMELPMEDSTPLVPSEEPNEDPEAEVKIEGNTNSSSVTN.... Result: 0 (no interaction). (4) The miRNA is hsa-miR-590-3p with sequence UAAUUUUAUGUAUAAGCUAGU. The protein sequence of the target gene is MSGKSLLLKVILLGDGGVGKSSLMNRYVTNKFDSQAFHTIGVEFLNRDLEVDGRFVTLQIWDTAGQERFKSLRTPFYRGADCCLLTFSVDDRQSFENLGNWQKEFIYYADVKDPEHFPFVVLGNKVDKEDRQVTTEEAQTWCMENGDYPYLETSAKDDTNVTVAFEEAVRQVLAVEEQLEHCMLGHTIDLNSGSKAGSSCC. Result: 1 (interaction). (5) The miRNA is hsa-miR-519e-5p with sequence UUCUCCAAAAGGGAGCACUUUC. The protein sequence of the target gene is MAGAASPCANGCGPGAPSDAEVLHLCRSLEVGTVMTLFYSKKSQRPERKTFQVKLETRQITWSRGADKIEGAIDIREIKEIRPGKTSRDFDRYQEDPAFRPDQSHCFVILYGMEFRLKTLSLQATSEDEVNMWIKGLTWLMEDTLQAPTPLQIERWLRKQFYSVDRNREDRISAKDLKNMLSQVNYRVPNMRFLRERLTDLEQRSGDITYGQFAQLYRSLMYSAQKTMDLPFLEASTLRAGERPELCRVSLPEFQQFLLDYQGELWAVDRLQVQEFMLSFLRDPLREIEEPYFFLDEFVT.... Result: 0 (no interaction). (6) The miRNA is hsa-miR-6510-3p with sequence CACCGACUCUGUCUCCUGCAG. The protein sequence of the target gene is MGCCGCSGGCGSSCGGCDSSCGSCGSGCRGCGPSCCAPVYCCKPVCCCVPACSCSSCGKRGCGSCGGSKGGCGSCGCSQCSCCKPCCCSSGCGSSCCQCSCCKPYCSQCSCCKPCCSSSGRGSSCCQSSCCKPCCSSSGCGSSCCQSSCCKPCCSQSRCCVPVCYQCKI. Result: 0 (no interaction). (7) The miRNA is hsa-miR-128-2-5p with sequence GGGGGCCGAUACACUGUACGAGA. The protein sequence of the target gene is MWAPRCRRFWSRWEQVAALLLLLLLLGVPPRSLALPPIRYSHAGICPNDMNPNLWVDAQSTCRRECETDQECETYEKCCPNVCGTKSCVAARYMDVKGKKGPVGMPKEATCDHFMCLQQGSECDIWDGQPVCKCKDRCEKEPSFTCASDGLTYYNRCYMDAEACSKGITLAVVTCRYHFTWPNTSPPPPETTMHPTTASPETPELDMAAPALLNNPVHQSVTMGETVSFLCDVVGRPRPEITWEKQLEDRENVVMRPNHVRGNVVVTNIAQLVIYNAQLQDAGIYTCTARNVAGVLRADF.... Result: 1 (interaction). (8) The miRNA is hsa-miR-6785-3p with sequence ACAUCGCCCCACCUUCCCCAG. The protein sequence of the target gene is MGAPSALPLLLLLACSWAPGGANLSQDDSQPWTSDETVVAGGTVVLKCQVKDHEDSSLQWSNPAQQTLYFGEKRALRDNRIQLVSSTPHELSISISNVALADEGEYTCSIFTMPVRTAKSLVTVLGIPQKPIITGYKSSLREKETATLNCQSSGSKPAAQLTWRKGDQELHGDQTRIQEDPNGKTFTVSSSVSFQVTREDDGANIVCSVNHESLKGADRSTSQRIEVLYTPTAMIRPEPAHPREGQKLLLHCEGRGNPVPQQYVWVKEGSEPPLKMTQESALIFPFLNKSDSGTYGCTAT.... Result: 0 (no interaction). (9) The miRNA is hsa-miR-218-5p with sequence UUGUGCUUGAUCUAACCAUGU. The protein sequence of the target gene is MGWRAAGALLLALLLHGRLLAVTHGLRAYDGLSLPEDIETVTASQMRWTHSYLSDDEDMLADSISGDDLGSGDLGSGDFQMVYFRALVNFTRSIEYSPQLEDAGSREFREVSEAVVDTLESEYLKIPGDQVVSVVFIKELDGWVFVELDVGSEGNADGAQIQEMLLRVISSGSVASYVTSPQGFQFRRLGTVPQFPRACTEAEFACHSYNECVALEYRCDRRPDCRDMSDELNCEEPVLGISPTFSLLVETTSLPPRPETTIMRQPPVTHAPQPLLPGSVRPLPCGPQEAACRNGHCIPR.... Result: 1 (interaction). (10) The miRNA is hsa-miR-1285-5p with sequence GAUCUCACUUUGUUGCCCAGG. The protein sequence of the target gene is MAAGGGGSYDPLAPAGVPCAFSPDSQAYFALASSDGQLRVWETANNRLHQEYVPSAHLSGTCTCLAWAPARLQAKESHQRKKRKSEVTGTKDQADLLALGTAVGSILLYSTVRGELHSKLTSGGHENRVNCIQWHQDNDCLYSCSDDKYIVEWSTQTCKVKCKWKGDNSSVSSLCISPDGKMLLSAGRTIKLWVLETKEVYRHFTGHATPVSSLRFTTIRPNESQPSDGITGLYFLSGAVHDRLLNVWQVRSENKEKSAVMSFTVTDEPVYVDLTLSENKEEPVKLAVVCRDGQVHLFEH.... Result: 0 (no interaction).